Predict the product of the given reaction. From a dataset of Forward reaction prediction with 1.9M reactions from USPTO patents (1976-2016). Given the reactants [O:1]([C:8]1[N:13]=[CH:12][C:11]([C:14]2[NH:18][N:17]=[C:16]([C:19]([OH:21])=O)[CH:15]=2)=[CH:10][N:9]=1)[C:2]1[CH:7]=[CH:6][CH:5]=[CH:4][CH:3]=1.[CH3:22][N:23]1[CH2:28][CH2:27][NH:26][CH2:25][CH2:24]1.C(N(CC)CC)C, predict the reaction product. The product is: [CH3:22][N:23]1[CH2:28][CH2:27][N:26]([C:19]([C:16]2[CH:15]=[C:14]([C:11]3[CH:12]=[N:13][C:8]([O:1][C:2]4[CH:3]=[CH:4][CH:5]=[CH:6][CH:7]=4)=[N:9][CH:10]=3)[NH:18][N:17]=2)=[O:21])[CH2:25][CH2:24]1.